Task: Regression. Given a peptide amino acid sequence and an MHC pseudo amino acid sequence, predict their binding affinity value. This is MHC class I binding data.. Dataset: Peptide-MHC class I binding affinity with 185,985 pairs from IEDB/IMGT (1) The peptide sequence is ALILAYSNK. The MHC is HLA-A68:01 with pseudo-sequence HLA-A68:01. The binding affinity (normalized) is 0.222. (2) The peptide sequence is RLPAKAPLL. The MHC is HLA-E01:01 with pseudo-sequence HLA-E01:03. The binding affinity (normalized) is 1.00. (3) The peptide sequence is LACYRFVKF. The MHC is HLA-B15:01 with pseudo-sequence HLA-B15:01. The binding affinity (normalized) is 0.539. (4) The peptide sequence is SESTIDIIL. The binding affinity (normalized) is 0.423. The MHC is HLA-A02:06 with pseudo-sequence HLA-A02:06. (5) The peptide sequence is QYSPGQRVEF. The MHC is Patr-A0701 with pseudo-sequence Patr-A0701. The binding affinity (normalized) is 0.0389. (6) The peptide sequence is FLKQVYFES. The MHC is H-2-Db with pseudo-sequence H-2-Db. The binding affinity (normalized) is 0. (7) The peptide sequence is YLIVFVLTI. The MHC is HLA-A02:06 with pseudo-sequence HLA-A02:06. The binding affinity (normalized) is 0.366. (8) The peptide sequence is QQRPDLILV. The MHC is HLA-B57:01 with pseudo-sequence HLA-B57:01. The binding affinity (normalized) is 0.0847. (9) The peptide sequence is YGLLSERFI. The MHC is H-2-Kb with pseudo-sequence H-2-Kb. The binding affinity (normalized) is 0.128.